This data is from Forward reaction prediction with 1.9M reactions from USPTO patents (1976-2016). The task is: Predict the product of the given reaction. (1) Given the reactants C1C=CC(N([S:8]([C:11]([F:14])([F:13])[F:12])(=[O:10])=[O:9])[S:8]([C:11]([F:14])([F:13])[F:12])(=[O:10])=[O:9])=CC=1.[OH:22][C:23]1[CH:32]=[CH:31][C:30]2[C:25](=[C:26]([O:33][CH3:34])[CH:27]=[CH:28][CH:29]=2)[CH:24]=1.O, predict the reaction product. The product is: [F:12][C:11]([F:14])([F:13])[S:8]([O:22][C:23]1[CH:32]=[CH:31][C:30]2[C:25](=[C:26]([O:33][CH3:34])[CH:27]=[CH:28][CH:29]=2)[CH:24]=1)(=[O:10])=[O:9]. (2) Given the reactants [OH:1][C:2]1[CH:12]=[CH:11][C:5]([C:6]([O:8][CH2:9][CH3:10])=[O:7])=[CH:4][CH:3]=1.Br[CH2:14][CH2:15][CH3:16].[H-].[Na+], predict the reaction product. The product is: [CH2:14]([O:1][C:2]1[CH:3]=[CH:4][C:5]([C:6]([O:8][CH2:9][CH3:10])=[O:7])=[CH:11][CH:12]=1)[CH2:15][CH3:16]. (3) Given the reactants [Cl:1][C:2]1[CH:3]=[C:4]([CH:21]=[CH:22][CH:23]=1)[CH2:5][NH:6][C:7]([C:9]1[CH:17]=[CH:16][C:12]([C:13]([O-:15])=O)=[C:11]([N:18]=[C:19]=[S:20])[CH:10]=1)=[O:8].[N:24]1[CH:29]=[CH:28][C:27]([NH2:30])=[N:26][CH:25]=1.CCN(C(C)C)C(C)C, predict the reaction product. The product is: [Cl:1][C:2]1[CH:3]=[C:4]([CH:21]=[CH:22][CH:23]=1)[CH2:5][NH:6][C:7]([C:9]1[CH:10]=[C:11]2[C:12]([C:13](=[O:15])[N:30]([C:27]3[CH:28]=[CH:29][N:24]=[CH:25][N:26]=3)[C:19](=[S:20])[NH:18]2)=[CH:16][CH:17]=1)=[O:8]. (4) Given the reactants Cl[C:2]1[N:3]([CH2:12][O:13][CH3:14])[CH:4]=[CH:5][C:6](=[O:11])[C:7]=1[N+:8]([O-:10])=[O:9].[F:15][C:16]([F:25])([C:19]1[CH:24]=[CH:23][CH:22]=[CH:21][N:20]=1)[CH2:17][NH2:18].CCN(C(C)C)C(C)C, predict the reaction product. The product is: [F:25][C:16]([F:15])([C:19]1[CH:24]=[CH:23][CH:22]=[CH:21][N:20]=1)[CH2:17][NH:18][C:2]1[N:3]([CH2:12][O:13][CH3:14])[CH:4]=[CH:5][C:6](=[O:11])[C:7]=1[N+:8]([O-:10])=[O:9]. (5) Given the reactants [CH2:1]([C@H:6]1[CH2:8][C@H:7]1[CH2:9][C@@H:10]1[CH2:12][C@@H:11]1[CH2:13][C:14]#[C:15][CH2:16][CH2:17][CH2:18][CH2:19][CH2:20][OH:21])[CH2:2][CH2:3][CH2:4][CH3:5].N1C2C(=CC=CC=2)C=CC=1.[H][H].N(C([O-])=O)=NC([O-])=O.[K+].[K+].C(O)(=O)C, predict the reaction product. The product is: [CH2:1]([C@H:6]1[CH2:8][C@H:7]1[CH2:9][C@@H:10]1[CH2:12][C@H:11]1[CH2:13][CH2:14][CH2:15][CH2:16][CH2:17][CH2:18][CH2:19][CH2:20][OH:21])[CH2:2][CH2:3][CH2:4][CH3:5].